Task: Predict the reactants needed to synthesize the given product.. Dataset: Full USPTO retrosynthesis dataset with 1.9M reactions from patents (1976-2016) (1) Given the product [C:12]([O:16][C:17]([N:19]1[CH2:24][CH2:23][CH:22]([O:11][C:4]2[CH:5]=[CH:6][C:7]([N+:8]([O-:10])=[O:9])=[C:2]([F:1])[CH:3]=2)[CH2:21][CH2:20]1)=[O:18])([CH3:15])([CH3:13])[CH3:14], predict the reactants needed to synthesize it. The reactants are: [F:1][C:2]1[CH:3]=[C:4]([OH:11])[CH:5]=[CH:6][C:7]=1[N+:8]([O-:10])=[O:9].[C:12]([O:16][C:17]([N:19]1[CH2:24][CH2:23][CH:22](O)[CH2:21][CH2:20]1)=[O:18])([CH3:15])([CH3:14])[CH3:13].C1(P(C2C=CC=CC=2)C2C=CC=CC=2)C=CC=CC=1.N(C(OCC)=O)=NC(OCC)=O. (2) Given the product [CH2:7]([O:14][C:15](=[O:31])[CH:16]([NH:17][C:44](=[O:45])[C:43]1[CH:47]=[CH:48][C:40]([F:39])=[CH:41][CH:42]=1)[C:35]([CH:32]1[CH2:34][CH2:33]1)=[O:36])[C:8]1[CH:13]=[CH:12][CH:11]=[CH:10][CH:9]=1, predict the reactants needed to synthesize it. The reactants are: CC(C)([O-])C.[K+].[CH2:7]([O:14][C:15](=[O:31])[CH2:16][N:17]=C(C1C=CC=CC=1)C1C=CC=CC=1)[C:8]1[CH:13]=[CH:12][CH:11]=[CH:10][CH:9]=1.[CH:32]1([C:35](Cl)=[O:36])[CH2:34][CH2:33]1.Cl.[F:39][C:40]1[CH:48]=[CH:47][C:43]([C:44](Cl)=[O:45])=[CH:42][CH:41]=1. (3) The reactants are: [CH3:1][CH:2]1[NH:6][C:5](=[O:7])[CH2:4][CH2:3]1.Br[C:9]1[N:14]=[CH:13][C:12]([C:15]([N:17]2[CH2:22][CH2:21][N:20]([C:23]3[C:28]([CH:29]4[CH2:31][CH2:30]4)=[CH:27][C:26]([CH:32]4[CH2:34][CH2:33]4)=[CH:25][N:24]=3)[CH2:19][CH2:18]2)=[O:16])=[CH:11][CH:10]=1. Given the product [CH:29]1([C:28]2[C:23]([N:20]3[CH2:19][CH2:18][N:17]([C:15]([C:12]4[CH:11]=[CH:10][C:9]([N:6]5[CH:2]([CH3:1])[CH2:3][CH2:4][C:5]5=[O:7])=[N:14][CH:13]=4)=[O:16])[CH2:22][CH2:21]3)=[N:24][CH:25]=[C:26]([CH:32]3[CH2:34][CH2:33]3)[CH:27]=2)[CH2:30][CH2:31]1, predict the reactants needed to synthesize it. (4) Given the product [F:1][C:2]([F:25])([F:24])[C@H:3]1[CH2:8][CH2:7][C@H:6]([NH:9][C:10](=[O:23])[C:11]2[CH:16]=[C:15]([N+:17]([O-:19])=[O:18])[C:14]([NH:20][CH3:21])=[CH:13][C:12]=2[N:27]([CH3:26])[CH2:28][C:29]2[CH:34]=[CH:33][C:32]([F:35])=[CH:31][CH:30]=2)[CH2:5][CH2:4]1, predict the reactants needed to synthesize it. The reactants are: [F:1][C:2]([F:25])([F:24])[C@H:3]1[CH2:8][CH2:7][C@H:6]([NH:9][C:10](=[O:23])[C:11]2[CH:16]=[C:15]([N+:17]([O-:19])=[O:18])[C:14]([NH:20][CH3:21])=[CH:13][C:12]=2Cl)[CH2:5][CH2:4]1.[CH3:26][NH:27][CH2:28][C:29]1[CH:34]=[CH:33][C:32]([F:35])=[CH:31][CH:30]=1.CC#N. (5) Given the product [CH2:1]([NH:4][C:5]1[N:10]=[C:9]([NH:11][CH2:12][CH2:13][CH3:14])[N:8]=[C:7]([NH:15][OH:16])[N:6]=1)[CH2:2][CH3:3], predict the reactants needed to synthesize it. The reactants are: [CH2:1]([NH:4][C:5]1[N:10]=[C:9]([NH:11][CH2:12][CH2:13][CH3:14])[N:8]=[C:7]([N:15](C)[O:16]C)[N:6]=1)[CH2:2][CH3:3].Cl.NO.